This data is from Full USPTO retrosynthesis dataset with 1.9M reactions from patents (1976-2016). The task is: Predict the reactants needed to synthesize the given product. Given the product [CH3:27][O:26][C:24]1[CH:23]=[C:22]([O:28][CH3:29])[N:21]=[C:20]([NH:19][C:17]([NH:16][S:13]([C:11]2[CH:12]=[C:7]([NH:6][C:1](=[O:4])[CH2:2][CH3:3])[CH:8]=[CH:9][C:10]=2[C:30]([N:32]([CH3:34])[CH3:33])=[O:31])(=[O:15])=[O:14])=[O:18])[N:25]=1, predict the reactants needed to synthesize it. The reactants are: [C:1](Cl)(=[O:4])[CH2:2][CH3:3].[NH2:6][C:7]1[CH:8]=[CH:9][C:10]([C:30]([N:32]([CH3:34])[CH3:33])=[O:31])=[C:11]([S:13]([NH:16][C:17]([NH:19][C:20]2[N:25]=[C:24]([O:26][CH3:27])[CH:23]=[C:22]([O:28][CH3:29])[N:21]=2)=[O:18])(=[O:15])=[O:14])[CH:12]=1.